From a dataset of Catalyst prediction with 721,799 reactions and 888 catalyst types from USPTO. Predict which catalyst facilitates the given reaction. (1) Reactant: [C:1]([C:3]1[CH:8]=[CH:7][C:6]([C:9]2[N:13]3[CH:14]=[C:15]([C:18]4[CH:26]=[CH:25][C:21]([C:22](O)=[O:23])=[CH:20][CH:19]=4)[CH:16]=[CH:17][C:12]3=[N:11][CH:10]=2)=[CH:5][CH:4]=1)#[N:2].CN(C(ON1N=NC2C=CC=NC1=2)=[N+](C)C)C.F[P-](F)(F)(F)(F)F.CN1CCOCC1.[CH3:58][C:59]1([NH:65][C:66](=[O:72])[O:67][C:68]([CH3:71])([CH3:70])[CH3:69])[CH2:64][CH2:63][NH:62][CH2:61][CH2:60]1. Product: [C:1]([C:3]1[CH:4]=[CH:5][C:6]([C:9]2[N:13]3[CH:14]=[C:15]([C:18]4[CH:26]=[CH:25][C:21]([C:22]([N:62]5[CH2:61][CH2:60][C:59]([NH:65][C:66](=[O:72])[O:67][C:68]([CH3:71])([CH3:70])[CH3:69])([CH3:58])[CH2:64][CH2:63]5)=[O:23])=[CH:20][CH:19]=4)[CH:16]=[CH:17][C:12]3=[N:11][CH:10]=2)=[CH:7][CH:8]=1)#[N:2]. The catalyst class is: 18. (2) Reactant: C(OC(N1CC[CH:14]([CH:17]([O:20][C:21]2[CH:43]=[CH:42][C:24]3[C:25]4[N:29]([CH2:30][CH2:31][O:32][C:23]=3[CH:22]=2)[CH:28]=[C:27]([C:33]2[N:34]([CH:39]([CH3:41])[CH3:40])[N:35]=[C:36]([CH3:38])[N:37]=2)[N:26]=4)CC)CC1)=O)C1C=CC=CC=1.OC([C:47]1[CH:48]=[C:49]([CH:52]=[CH:53][CH:54]=1)[C:50]#[N:51])C.C1(P(C2C=CC=CC=2)C2C=CC=CC=2)C=CC=CC=1.CC(OC(/N=N/C(OC(C)C)=O)=O)C. Product: [CH:39]([N:34]1[C:33]([C:27]2[N:26]=[C:25]3[C:24]4[CH:42]=[CH:43][C:21]([O:20][CH:17]([C:47]5[CH:48]=[C:49]([CH:52]=[CH:53][CH:54]=5)[C:50]#[N:51])[CH3:14])=[CH:22][C:23]=4[O:32][CH2:31][CH2:30][N:29]3[CH:28]=2)=[N:37][C:36]([CH3:38])=[N:35]1)([CH3:41])[CH3:40]. The catalyst class is: 12. (3) Reactant: Br.[NH2:2][C:3]1[CH:8]=[CH:7][N:6]2[CH:9]=[C:10]([C:12]3[CH:17]=[CH:16][C:15]([OH:18])=[CH:14][CH:13]=3)[N:11]=[C:5]2[CH:4]=1.C(=O)([O-])[O-].[Cs+].[Cs+].Br[CH2:26][CH2:27][CH2:28][F:29]. Product: [F:29][CH2:28][CH2:27][CH2:26][O:18][C:15]1[CH:14]=[CH:13][C:12]([C:10]2[N:11]=[C:5]3[CH:4]=[C:3]([NH2:2])[CH:8]=[CH:7][N:6]3[CH:9]=2)=[CH:17][CH:16]=1. The catalyst class is: 3. (4) Reactant: [Cl:1][C:2]1[CH:7]=[CH:6][C:5]([C:8]2[NH:9][C:10]3[C:15]([CH:16]=2)=[CH:14][CH:13]=[CH:12][CH:11]=3)=[CH:4][C:3]=1[NH:17][S:18]([CH2:21][C:22]1[CH:27]=[CH:26][CH:25]=[C:24]([Cl:28])[CH:23]=1)(=[O:20])=[O:19].[C:29](Cl)(=[O:33])[C:30](Cl)=[O:31].[CH3:35][OH:36]. Product: [CH3:35][O:36][C:29](=[O:33])[C:30]([C:16]1[C:15]2[C:10](=[CH:11][CH:12]=[CH:13][CH:14]=2)[NH:9][C:8]=1[C:5]1[CH:6]=[CH:7][C:2]([Cl:1])=[C:3]([NH:17][S:18]([CH2:21][C:22]2[CH:27]=[CH:26][CH:25]=[C:24]([Cl:28])[CH:23]=2)(=[O:20])=[O:19])[CH:4]=1)=[O:31]. The catalyst class is: 2. (5) Reactant: [H-].[Na+].C(OP([CH2:11][C:12]([O:14][CH2:15][CH3:16])=[O:13])(OCC)=O)C.O=[C:18]1[CH2:23][CH2:22][N:21]([C:24]([O:26][C:27]([CH3:30])([CH3:29])[CH3:28])=[O:25])[CH2:20][CH2:19]1. Product: [CH2:15]([O:14][C:12](=[O:13])[CH:11]=[C:18]1[CH2:23][CH2:22][N:21]([C:24]([O:26][C:27]([CH3:30])([CH3:29])[CH3:28])=[O:25])[CH2:20][CH2:19]1)[CH3:16]. The catalyst class is: 7. (6) Reactant: [CH:1]([C:4]1[CH:12]=[CH:11][C:10]2[N:9]([CH3:13])[N:8]=[CH:7][C:6]=2[C:5]=1[C:14](Cl)=[O:15])([CH3:3])[CH3:2].[C:17]1(C)[CH:22]=[CH:21][C:20]([NH:23][CH:24]2[CH2:32][C:31]3[C:26](=[CH:27][CH:28]=[CH:29][CH:30]=3)[CH2:25]2)=[CH:19][CH:18]=1.[CH2:34](N(CC)CC)[CH3:35]. Product: [CH2:32]1[C:31]2[C:26](=[CH:27][CH:28]=[CH:29][CH:30]=2)[CH2:25][CH:24]1[N:23]([CH2:20][C:19]1[CH:18]=[CH:17][C:22]([CH3:21])=[CH:35][CH:34]=1)[C:14]([C:5]1[C:6]2[CH:7]=[N:8][N:9]([CH3:13])[C:10]=2[CH:11]=[CH:12][C:4]=1[CH:1]([CH3:3])[CH3:2])=[O:15]. The catalyst class is: 56. (7) Reactant: [F:8][C:7]([F:10])([F:9])[C:6](O[C:6](=[O:11])[C:7]([F:10])([F:9])[F:8])=[O:11].[CH3:14][O:15][C:16]1[CH:60]=[C:59]([O:61][CH3:62])[CH:58]=[C:57]([O:63][CH3:64])[C:17]=1/[CH:18]=[CH:19]/[CH:20]([S:30]([CH:33](/[CH:43]=[CH:44]/[C:45]1[C:50]([O:51][CH3:52])=[CH:49][C:48]([O:53][CH3:54])=[CH:47][C:46]=1[O:55][CH3:56])[C:34]1[CH:39]=[CH:38][C:37]([O:40][CH3:41])=[C:36]([NH2:42])[CH:35]=1)(=[O:32])=[O:31])[C:21]1[CH:26]=[CH:25][C:24]([O:27][CH3:28])=[C:23]([NH2:29])[CH:22]=1. Product: [CH3:64][O:63][C:57]1[CH:58]=[C:59]([O:61][CH3:62])[CH:60]=[C:16]([O:15][CH3:14])[C:17]=1/[CH:18]=[CH:19]/[CH:20]([S:30]([CH:33](/[CH:43]=[CH:44]/[C:45]1[C:46]([O:55][CH3:56])=[CH:47][C:48]([O:53][CH3:54])=[CH:49][C:50]=1[O:51][CH3:52])[C:34]1[CH:39]=[CH:38][C:37]([O:40][CH3:41])=[C:36]([NH:42][C:6](=[O:11])[C:7]([F:8])([F:9])[F:10])[CH:35]=1)(=[O:32])=[O:31])[C:21]1[CH:26]=[CH:25][C:24]([O:27][CH3:28])=[C:23]([NH:29][C:6](=[O:11])[C:7]([F:10])([F:9])[F:8])[CH:22]=1. The catalyst class is: 4.